This data is from Catalyst prediction with 721,799 reactions and 888 catalyst types from USPTO. The task is: Predict which catalyst facilitates the given reaction. (1) Reactant: [C:1]1([CH2:7][CH2:8][NH:9][S:10]([C:13]2[CH:18]=[CH:17][C:16]([NH:19]C(=O)C)=[CH:15][CH:14]=2)(=[O:12])=[O:11])[CH:6]=[CH:5][CH:4]=[CH:3][CH:2]=1. Product: [C:1]1([CH2:7][CH2:8][NH:9][S:10]([C:13]2[CH:14]=[CH:15][C:16]([NH2:19])=[CH:17][CH:18]=2)(=[O:12])=[O:11])[CH:2]=[CH:3][CH:4]=[CH:5][CH:6]=1. The catalyst class is: 12. (2) Reactant: [Br:1][C:2]1[CH:3]=[C:4]([CH:7]=[CH:8][C:9]=1[Cl:10])[C:5]#[N:6].[N-:11]=[N+:12]=[N-:13].[Na+].[Cl-].[NH4+].C[Si](C=[N+]=[N-])(C)C. Product: [Br:1][C:2]1[CH:3]=[C:4]([C:5]2[N:11]=[N:12][NH:13][N:6]=2)[CH:7]=[CH:8][C:9]=1[Cl:10]. The catalyst class is: 329. (3) Reactant: [OH:1][CH:2]1[CH2:7][CH2:6][N:5]([C:8]([O:10][C:11]([CH3:14])([CH3:13])[CH3:12])=[O:9])[CH2:4][CH2:3]1.O[C:16]1[CH:21]=[CH:20][C:19]([C:22](=[O:24])[CH3:23])=[CH:18][CH:17]=1.C1(P(C2C=CC=CC=2)C2C=CC=CC=2)C=CC=CC=1.CCOC(/N=N/C(OCC)=O)=O. Product: [C:22]([C:19]1[CH:20]=[CH:21][C:16]([O:1][CH:2]2[CH2:3][CH2:4][N:5]([C:8]([O:10][C:11]([CH3:14])([CH3:13])[CH3:12])=[O:9])[CH2:6][CH2:7]2)=[CH:17][CH:18]=1)(=[O:24])[CH3:23]. The catalyst class is: 1. (4) Reactant: [CH3:1][NH:2][C:3]1[CH:8]=[CH:7][C:6]([C:9]([F:12])([F:11])[F:10])=[CH:5][C:4]=1[N+:13]([O-:15])=[O:14].[Br:16]N1C(=O)CCC1=O.C(=O)(O)[O-].[Na+]. Product: [Br:16][C:8]1[CH:7]=[C:6]([C:9]([F:12])([F:11])[F:10])[CH:5]=[C:4]([N+:13]([O-:15])=[O:14])[C:3]=1[NH:2][CH3:1]. The catalyst class is: 10. (5) Reactant: [OH:1][CH:2]1[C:6]2([CH2:11][CH2:10][N:9]([C:12]([O:14][C:15]([CH3:18])([CH3:17])[CH3:16])=[O:13])[CH2:8][CH2:7]2)[C:5](=[O:19])[NH:4][CH2:3]1.Br[C:21]1[CH2:25][O:24][C:23](=[O:26])[CH:22]=1.CC1(C)C2C(=C(P(C3C=CC=CC=3)C3C=CC=CC=3)C=CC=2)OC2C(P(C3C=CC=CC=3)C3C=CC=CC=3)=CC=CC1=2.C([O-])([O-])=O.[K+].[K+].O. The catalyst class is: 318. Product: [OH:1][CH:2]1[C:6]2([CH2:7][CH2:8][N:9]([C:12]([O:14][C:15]([CH3:16])([CH3:18])[CH3:17])=[O:13])[CH2:10][CH2:11]2)[C:5](=[O:19])[N:4]([C:21]2[CH2:25][O:24][C:23](=[O:26])[CH:22]=2)[CH2:3]1. (6) Reactant: [C:1]([O:5][C:6]([N:8]1[CH2:13][CH2:12][CH:11]([C:14]2[C:19](Cl)=[N:18][CH:17]=[CH:16][N:15]=2)[CH2:10][CH2:9]1)=[O:7])([CH3:4])([CH3:3])[CH3:2].[NH:21]1[CH2:26][CH2:25][CH:24]([CH2:27][OH:28])[CH2:23][CH2:22]1.CCN(CC)CC. Product: [C:1]([O:5][C:6]([N:8]1[CH2:13][CH2:12][CH:11]([C:14]2[C:19]([N:21]3[CH2:26][CH2:25][CH:24]([CH2:27][OH:28])[CH2:23][CH2:22]3)=[N:18][CH:17]=[CH:16][N:15]=2)[CH2:10][CH2:9]1)=[O:7])([CH3:4])([CH3:3])[CH3:2]. The catalyst class is: 58. (7) Reactant: [CH3:1][O:2][CH2:3][N:4]1[CH:8]=[CH:7][N:6]=[CH:5]1.C([Li])CCC.[CH3:14][N:15]([C:25]1[CH:30]=[CH:29][C:28]([C:31](=[O:36])[C:32]([F:35])([F:34])[F:33])=[CH:27][CH:26]=1)[S:16]([C:19]1[CH:24]=[CH:23][CH:22]=[CH:21][CH:20]=1)(=[O:18])=[O:17]. Product: [CH3:14][N:15]([C:25]1[CH:30]=[CH:29][C:28]([C:31]([OH:36])([C:5]2[N:4]([CH2:3][O:2][CH3:1])[CH:8]=[CH:7][N:6]=2)[C:32]([F:34])([F:35])[F:33])=[CH:27][CH:26]=1)[S:16]([C:19]1[CH:20]=[CH:21][CH:22]=[CH:23][CH:24]=1)(=[O:18])=[O:17]. The catalyst class is: 1. (8) Reactant: [OH-].[Na+].[Cl:3][C:4]1[CH:9]=[CH:8][CH:7]=[C:6]([Cl:10])[C:5]=1[C:11]1[C:15]([CH2:16][O:17][C:18]2[CH:23]=[CH:22][C:21]([C:24]3[CH:25]=[C:26]4[C:31](=[CH:32][CH:33]=3)[C:30]([C:34]([O:36]CC)=[O:35])=[N:29][CH:28]=[CH:27]4)=[CH:20][CH:19]=2)=[C:14]([CH:39]([CH3:41])[CH3:40])[O:13][N:12]=1.Cl.O. Product: [Cl:10][C:6]1[CH:7]=[CH:8][CH:9]=[C:4]([Cl:3])[C:5]=1[C:11]1[C:15]([CH2:16][O:17][C:18]2[CH:23]=[CH:22][C:21]([C:24]3[CH:25]=[C:26]4[C:31](=[CH:32][CH:33]=3)[C:30]([C:34]([OH:36])=[O:35])=[N:29][CH:28]=[CH:27]4)=[CH:20][CH:19]=2)=[C:14]([CH:39]([CH3:41])[CH3:40])[O:13][N:12]=1. The catalyst class is: 83. (9) Reactant: [Br:1][C:2]1[CH:3]=[C:4]2[C:8](=[CH:9][CH:10]=1)[NH:7][N:6]=[CH:5]2.Br[CH2:12][CH:13]1[CH2:15][CH2:14]1.C([O-])([O-])=O.[K+].[K+]. Product: [Br:1][C:2]1[CH:3]=[C:4]2[C:8](=[CH:9][CH:10]=1)[N:7]([CH2:12][CH:13]1[CH2:15][CH2:14]1)[N:6]=[CH:5]2. The catalyst class is: 3. (10) The catalyst class is: 183. Product: [OH:26][N:24]1[C:13]2[C:14](=[CH:15][C:16]3[C:8]([C:6]4[CH:5]=[CH:4][N:3]=[C:2]([CH3:1])[CH:7]=4)=[N:9][N:10]([C:27]([C:40]4[CH:41]=[CH:42][CH:43]=[CH:44][CH:45]=4)([C:28]4[CH:29]=[CH:30][CH:31]=[CH:32][CH:33]=4)[C:34]4[CH:39]=[CH:38][CH:37]=[CH:36][CH:35]=4)[C:11]=3[CH:12]=2)[CH2:17][CH2:18][C:19]1=[O:21]. Reactant: [CH3:1][C:2]1[CH:7]=[C:6]([C:8]2[C:16]3[C:11](=[CH:12][C:13]([N+:24]([O-:26])=O)=[C:14]([CH2:17][CH2:18][C:19]([O:21]CC)=O)[CH:15]=3)[N:10]([C:27]([C:40]3[CH:45]=[CH:44][CH:43]=[CH:42][CH:41]=3)([C:34]3[CH:39]=[CH:38][CH:37]=[CH:36][CH:35]=3)[C:28]3[CH:33]=[CH:32][CH:31]=[CH:30][CH:29]=3)[N:9]=2)[CH:5]=[CH:4][N:3]=1.